From a dataset of Full USPTO retrosynthesis dataset with 1.9M reactions from patents (1976-2016). Predict the reactants needed to synthesize the given product. (1) Given the product [F:1][CH2:2][C:3]1([S:6]([NH:9][C:10]([C@@:12]23[CH2:27][C@H:26]2[CH:25]=[CH:24][CH2:23][CH2:22][CH:21]([CH3:28])[CH2:20][C@@H:19]([CH3:29])[C@H:18]([NH:30][C:31](=[O:37])[O:32][C:33]([CH3:36])([CH3:34])[CH3:35])[C:17](=[O:38])[N:16]2[CH2:39][C@H:40]([O:42][C:45]4[C:54]5[C:49](=[CH:50][C:51]([O:55][CH3:56])=[CH:52][CH:53]=5)[N:48]=[C:47]([C:57]5[CH:62]=[CH:61][C:60]([O:63][CH:64]([CH3:66])[CH3:65])=[CH:59][CH:58]=5)[CH:46]=4)[CH2:41][C@H:15]2[C:14](=[O:43])[NH:13]3)=[O:11])(=[O:7])=[O:8])[CH2:5][CH2:4]1, predict the reactants needed to synthesize it. The reactants are: [F:1][CH2:2][C:3]1([S:6]([NH:9][C:10]([C@@:12]23[CH2:27][C@H:26]2[CH:25]=[CH:24][CH2:23][CH2:22][CH:21]([CH3:28])[CH2:20][C@@H:19]([CH3:29])[C@H:18]([NH:30][C:31](=[O:37])[O:32][C:33]([CH3:36])([CH3:35])[CH3:34])[C:17](=[O:38])[N:16]2[CH2:39][C@H:40]([OH:42])[CH2:41][C@H:15]2[C:14](=[O:43])[NH:13]3)=[O:11])(=[O:8])=[O:7])[CH2:5][CH2:4]1.Cl[C:45]1[C:54]2[C:49](=[CH:50][C:51]([O:55][CH3:56])=[CH:52][CH:53]=2)[N:48]=[C:47]([C:57]2[CH:62]=[CH:61][C:60]([O:63][CH:64]([CH3:66])[CH3:65])=[CH:59][CH:58]=2)[CH:46]=1.CC([O-])(C)C.[K+]. (2) The reactants are: C(=O)([O-])[O-].[K+].[K+].Br[CH2:8][C:9]1[CH:14]=[C:13]([O:15][CH2:16][CH3:17])[C:12]([C:18]2[CH:23]=[CH:22][C:21]([F:24])=[CH:20][CH:19]=2)=[C:11]([O:25][CH2:26][CH3:27])[CH:10]=1.[CH3:28][C:29]1([C:44]([O:46][CH2:47][CH3:48])=[O:45])[CH2:34][CH2:33][N:32]([C:35]2[CH2:43][C:38]3([CH:41]([CH3:42])[NH:40][CH2:39]3)[O:37][N:36]=2)[CH2:31][CH2:30]1.CN(C=O)C. Given the product [CH2:16]([O:15][C:13]1[CH:14]=[C:9]([CH2:8][N:40]2[CH2:39][C:38]3([CH2:43][C:35]([N:32]4[CH2:33][CH2:34][C:29]([CH3:28])([C:44]([O:46][CH2:47][CH3:48])=[O:45])[CH2:30][CH2:31]4)=[N:36][O:37]3)[CH:41]2[CH3:42])[CH:10]=[C:11]([O:25][CH2:26][CH3:27])[C:12]=1[C:18]1[CH:23]=[CH:22][C:21]([F:24])=[CH:20][CH:19]=1)[CH3:17], predict the reactants needed to synthesize it. (3) Given the product [C:1]([N:4]1[C:13]2[C:8](=[CH:9][CH:10]=[CH:11][CH:12]=2)[C@H:7]([O:14][CH2:18][C:19]2[CH:24]=[CH:23][CH:22]=[CH:21][CH:20]=2)[CH2:6][C@@H:5]1[CH3:15])(=[O:3])[CH3:2], predict the reactants needed to synthesize it. The reactants are: [C:1]([N:4]1[C:13]2[C:8](=[CH:9][CH:10]=[CH:11][CH:12]=2)[C@H:7]([OH:14])[CH2:6][C@@H:5]1[CH3:15])(=[O:3])[CH3:2].[H-].[Na+].[CH2:18](Br)[C:19]1[CH:24]=[CH:23][CH:22]=[CH:21][CH:20]=1.O.